Task: Predict the reactants needed to synthesize the given product.. Dataset: Full USPTO retrosynthesis dataset with 1.9M reactions from patents (1976-2016) (1) Given the product [CH2:70]([O:69][CH2:68][CH2:67][CH2:66][CH2:65][O:64][C:55]1([C:57]2[CH:62]=[CH:61][CH:60]=[CH:59][C:58]=2[CH3:63])[CH2:54][N:53]([C:51](=[O:52])[C@H:50]([NH:49][C:39](=[O:41])[CH2:38][CH2:37][C:33]2[N:34]=[CH:35][NH:36][CH:32]=2)[CH2:77][C:78]2[CH:79]=[CH:80][C:81]([O:84][CH3:85])=[CH:82][CH:83]=2)[CH2:56]1)[C:71]1[CH:76]=[CH:75][CH:74]=[CH:73][CH:72]=1, predict the reactants needed to synthesize it. The reactants are: F[B-](F)(F)F.N1(OC(N(C)C)=[N+](C)C)C2C=CC=CC=2N=N1.C(N(CC)CC)C.Cl.C[C:32]1[NH:36][CH:35]=[N:34][C:33]=1[CH2:37][CH2:38][C:39]([OH:41])=O.FC(F)(F)C(O)=O.[NH2:49][CH:50]([CH2:77][C:78]1[CH:83]=[CH:82][C:81]([O:84][CH3:85])=[CH:80][CH:79]=1)[C:51]([N:53]1[CH2:56][C:55]([O:64][CH2:65][CH2:66][CH2:67][CH2:68][O:69][CH2:70][C:71]2[CH:76]=[CH:75][CH:74]=[CH:73][CH:72]=2)([C:57]2[CH:62]=[CH:61][CH:60]=[CH:59][C:58]=2[CH3:63])[CH2:54]1)=[O:52].[OH-].[Na+]. (2) Given the product [OH:52][C:49]1[CH:48]=[CH:47][C:46]([C:14]2[C:12]3[NH:13][C:9]([C:8]([C:5]4[CH:4]=[CH:3][C:2]([O:56][CH2:53][CH2:6][CH2:7][CH2:2][CH2:3][CH2:4][CH2:5][CH3:8])=[CH:7][CH:6]=4)=[C:28]4[N:29]=[C:25]([C:24]([C:30]5[CH:35]=[CH:34][C:33]([OH:36])=[CH:32][CH:31]=5)=[C:23]5[NH:37][C:20](=[C:19]([C:38]6[CH:43]=[CH:42][C:41]([OH:44])=[CH:40][CH:39]=6)[C:18]6[CH:17]=[CH:16][C:15]=2[N:45]=6)[CH:21]=[CH:22]5)[CH:26]=[CH:27]4)=[CH:10][CH:11]=3)=[CH:51][CH:50]=1, predict the reactants needed to synthesize it. The reactants are: O[C:2]1[CH:7]=[CH:6][C:5]([C:8]2[C:9]3[NH:13][C:12]([C:14]([C:46]4[CH:51]=[CH:50][C:49]([OH:52])=[CH:48][CH:47]=4)=[C:15]4[N:45]=[C:18]([C:19]([C:38]5[CH:43]=[CH:42][C:41]([OH:44])=[CH:40][CH:39]=5)=[C:20]5[NH:37][C:23](=[C:24]([C:30]6[CH:35]=[CH:34][C:33]([OH:36])=[CH:32][CH:31]=6)[C:25]6[CH:26]=[CH:27][C:28]=2[N:29]=6)[CH:22]=[CH:21]5)[CH:17]=[CH:16]4)=[CH:11][CH:10]=3)=[CH:4][CH:3]=1.[C:53](=[O:56])([O-])[O-].[K+].[K+].[Br-].